From a dataset of Reaction yield outcomes from USPTO patents with 853,638 reactions. Predict the reaction yield, written as a fraction of the theoretical maximum amount of product (1.0 means a 100% yield; for example, 0.34 means a 34% yield). (1) The reactants are CSC.B(F)(F)F.C[N:9]([C:14](=[O:36])[C:15]1[CH:20]=[C:19]([Cl:21])[C:18]([O:22][C:23]2[CH:28]=[C:27]([CH:29]([CH3:31])[CH3:30])[C:26]([O:32]C)=[C:25]([F:34])[CH:24]=2)=[C:17]([Cl:35])[CH:16]=1)[CH2:10][C:11]([OH:13])=[O:12].ClCCl. The catalyst is O. The product is [Cl:21][C:19]1[CH:20]=[C:15]([CH:16]=[C:17]([Cl:35])[C:18]=1[O:22][C:23]1[CH:28]=[C:27]([CH:29]([CH3:31])[CH3:30])[C:26]([OH:32])=[C:25]([F:34])[CH:24]=1)[C:14]([NH:9][CH2:10][C:11]([OH:13])=[O:12])=[O:36]. The yield is 0.200. (2) The reactants are [Br:1][C:2]1[C:6]2[CH:7]=[N:8][C:9]([C:11]([O:13]C)=[O:12])=[CH:10][C:5]=2[N:4]([CH3:15])[CH:3]=1.C1COCC1. No catalyst specified. The product is [Br:1][C:2]1[C:6]2[CH:7]=[N:8][C:9]([C:11]([OH:13])=[O:12])=[CH:10][C:5]=2[N:4]([CH3:15])[CH:3]=1. The yield is 0.910. (3) The yield is 0.270. The product is [C:19]([C:6]1[CH:5]=[CH:4][C:3]([N:8]2[CH2:13][CH2:12][NH:11][C@H:10]([CH3:14])[CH2:9]2)=[CH:2][CH:7]=1)([CH3:22])([CH3:20])[CH3:18]. No catalyst specified. The reactants are F[C:2]1[CH:7]=[CH:6][CH:5]=[CH:4][C:3]=1[N:8]1[CH2:13][CH2:12][NH:11][C@H:10]([CH3:14])[CH2:9]1.BrC1C=[CH:20][C:19]([C:22](C)(C)C)=[CH:18]C=1. (4) The reactants are N1([CH:10]([NH:26][C:27](=[O:30])[O:28][CH3:29])[CH2:11][C@H:12]([NH:15][C:16]2[CH:21]=[CH:20][C:19]([C:22]([F:25])([F:24])[F:23])=[CH:18][CH:17]=2)[CH2:13][CH3:14])C2C=CC=CC=2N=N1.O.C1(C)C=CC(S(O)(=O)=O)=CC=1.C(OCC)(=O)C.C(=O)(O)[O-].[Na+]. The catalyst is CO. The product is [CH2:13]([C@@H:12]1[CH2:11][C@H:10]([NH:26][C:27](=[O:30])[O:28][CH3:29])[C:17]2[C:16](=[CH:21][CH:20]=[C:19]([C:22]([F:23])([F:24])[F:25])[CH:18]=2)[NH:15]1)[CH3:14]. The yield is 0.850. (5) The reactants are FC(F)(F)C([NH:5][CH2:6][CH2:7][N:8]1[CH2:13][CH2:12][N:11]([C:14]2[C:23]3[C:18](=N[CH:20]=[C:21]([O:24][CH3:25])[CH:22]=3)[N:17]=[CH:16][C:15]=2[Cl:26])[CH2:10][CH2:9]1)=O.[C:29]([O-])([O-])=O.[K+].[K+].O. The catalyst is CO. The product is [Cl:26][C:15]1[CH:16]=[N:17][C:18]2[C:23]([C:14]=1[N:11]1[CH2:10][CH2:9][N:8]([CH2:7][CH2:6][NH2:5])[CH2:13][CH2:12]1)=[CH:22][C:21]([O:24][CH3:25])=[CH:20][CH:29]=2. The yield is 0.990. (6) The reactants are [CH3:1][C:2]1[CH:7]=[C:6]([CH3:8])[NH:5][C:4](=[O:9])[C:3]=1[CH2:10][NH:11][C:12](=[O:36])[C:13]1[CH:18]=[C:17]([C:19]2[CH:20]=[N:21][C:22]([CH:25]=O)=[CH:23][CH:24]=2)[CH:16]=[C:15]([N:27]([CH3:34])[CH:28]2[CH2:33][CH2:32][O:31][CH2:30][CH2:29]2)[C:14]=1[CH3:35].[CH3:37][NH:38][CH3:39].C(O)(=O)C.C([BH3-])#N.[Na+]. The catalyst is CO. The product is [CH3:1][C:2]1[CH:7]=[C:6]([CH3:8])[NH:5][C:4](=[O:9])[C:3]=1[CH2:10][NH:11][C:12](=[O:36])[C:13]1[CH:18]=[C:17]([C:19]2[CH:20]=[N:21][C:22]([CH2:25][N:38]([CH3:39])[CH3:37])=[CH:23][CH:24]=2)[CH:16]=[C:15]([N:27]([CH3:34])[CH:28]2[CH2:29][CH2:30][O:31][CH2:32][CH2:33]2)[C:14]=1[CH3:35]. The yield is 0.260.